Dataset: Forward reaction prediction with 1.9M reactions from USPTO patents (1976-2016). Task: Predict the product of the given reaction. Given the reactants [NH2:1][CH:2]([C:7]1[CH:12]=[CH:11][CH:10]=[CH:9][CH:8]=1)[CH2:3][C:4]([OH:6])=[O:5].[CH:13]1[C:22]2[C:17](=[CH:18][CH:19]=[CH:20][CH:21]=2)[CH:16]=[CH:15][C:14]=1[S:23](Cl)(=[O:25])=[O:24].O.Cl, predict the reaction product. The product is: [CH:13]1[C:22]2[C:17](=[CH:18][CH:19]=[CH:20][CH:21]=2)[CH:16]=[CH:15][C:14]=1[S:23]([NH:1][CH:2]([C:7]1[CH:12]=[CH:11][CH:10]=[CH:9][CH:8]=1)[CH2:3][C:4]([OH:6])=[O:5])(=[O:24])=[O:25].